From a dataset of Full USPTO retrosynthesis dataset with 1.9M reactions from patents (1976-2016). Predict the reactants needed to synthesize the given product. (1) Given the product [C:1]([N:4]1[CH2:9][CH2:8][C:7]2[N:10]([C@@H:21]3[C:29]4[C:24](=[C:25]([CH3:33])[CH:26]=[C:27]([F:30])[CH:28]=4)[CH2:23][C@H:22]3[OH:32])[N:11]=[C:12]([C:13]3[CH:14]=[C:15]([CH:18]=[CH:19][CH:20]=3)[C:16]#[N:17])[C:6]=2[CH2:5]1)(=[O:3])[CH3:2], predict the reactants needed to synthesize it. The reactants are: [C:1]([N:4]1[CH2:9][CH2:8][C:7]2[N:10]([C@@H:21]3[C:29]4[C:24](=[C:25](Br)[CH:26]=[C:27]([F:30])[CH:28]=4)[CH2:23][C@H:22]3[OH:32])[N:11]=[C:12]([C:13]3[CH:14]=[C:15]([CH:18]=[CH:19][CH:20]=3)[C:16]#[N:17])[C:6]=2[CH2:5]1)(=[O:3])[CH3:2].[CH3:33][Sn](C)(C)C. (2) Given the product [F:39][C:10]1([F:9])[CH2:15][CH2:14][NH:13][CH:12]([C:23]([NH:24][C:25]2([C:28]3[CH:33]=[CH:32][C:31]([C:34]([O:36][CH3:37])=[O:35])=[CH:30][CH:29]=3)[CH2:26][CH2:27]2)=[O:38])[CH2:11]1, predict the reactants needed to synthesize it. The reactants are: C(=O)(OC(C)(C)C)N.[F:9][C:10]1([F:39])[CH2:15][CH2:14][N:13](C(OC(C)(C)C)=O)[CH:12]([C:23](=[O:38])[NH:24][C:25]2([C:28]3[CH:33]=[CH:32][C:31]([C:34]([O:36][CH3:37])=[O:35])=[CH:30][CH:29]=3)[CH2:27][CH2:26]2)[CH2:11]1. (3) Given the product [Cl:1][C:2]1[CH:7]=[CH:6][C:5]([C:8]2[S:9][C:10]([CH3:21])=[C:11]([C:13]3[C:14](=[O:20])/[C:15](=[CH:36]/[CH:33]4[CH2:34][CH2:35][O:30][CH2:31][CH2:32]4)/[CH2:16][C:17]=3[O:18][CH3:19])[N:12]=2)=[CH:4][CH:3]=1, predict the reactants needed to synthesize it. The reactants are: [Cl:1][C:2]1[CH:7]=[CH:6][C:5]([C:8]2[S:9][C:10]([CH3:21])=[C:11]([C:13]3[C:14](=[O:20])[CH2:15][CH2:16][C:17]=3[O:18][CH3:19])[N:12]=2)=[CH:4][CH:3]=1.C([N-]C(C)C)(C)C.[Li+].[O:30]1[CH2:35][CH2:34][CH:33]([CH:36]=O)[CH2:32][CH2:31]1.CC(C)([O-])C.[K+]. (4) Given the product [CH3:12][S:13]([O:1][CH2:2][CH2:3][C:4]1[CH:5]=[CH:6][C:7]([C:10]#[N:11])=[CH:8][N:9]=1)(=[O:15])=[O:14], predict the reactants needed to synthesize it. The reactants are: [OH:1][CH2:2][CH2:3][C:4]1[N:9]=[CH:8][C:7]([C:10]#[N:11])=[CH:6][CH:5]=1.[CH3:12][S:13](Cl)(=[O:15])=[O:14]. (5) Given the product [Cl:1][C:2]1[C:3]2[C:10]([C:11]3[CH:16]=[CH:15][C:14]([O:17][CH3:18])=[C:13]([Cl:19])[C:12]=3[CH3:20])=[C:9]([C:26]3[CH:27]=[CH:28][C:23]([F:22])=[C:24]([O:38][CH2:39][O:40][CH3:41])[CH:25]=3)[S:8][C:4]=2[N:5]=[CH:6][N:7]=1, predict the reactants needed to synthesize it. The reactants are: [Cl:1][C:2]1[C:3]2[C:10]([C:11]3[CH:16]=[CH:15][C:14]([O:17][CH3:18])=[C:13]([Cl:19])[C:12]=3[CH3:20])=[C:9](I)[S:8][C:4]=2[N:5]=[CH:6][N:7]=1.[F:22][C:23]1[CH:28]=[CH:27][C:26](B2OC(C)(C)C(C)(C)O2)=[CH:25][C:24]=1[O:38][CH2:39][O:40][CH3:41].C(=O)([O-])[O-].[Cs+].[Cs+].Cl. (6) Given the product [CH2:1]([O:9][C:10]1[CH:18]=[C:14]2[C:13]([C:19]([OH:32])([C:20]3[CH:25]=[C:24]([O:26][CH3:27])[C:23]([O:28][CH3:29])=[C:22]([O:30][CH3:31])[CH:21]=3)[NH:34][C:15]2=[O:16])=[CH:12][CH:11]=1)[C:2]1[CH:7]=[CH:6][CH:5]=[CH:4][CH:3]=1, predict the reactants needed to synthesize it. The reactants are: [C:1]([O:9][C:10]1[CH:11]=[CH:12][C:13]([C:19](=[O:32])[C:20]2[CH:25]=[C:24]([O:26][CH3:27])[C:23]([O:28][CH3:29])=[C:22]([O:30][CH3:31])[CH:21]=2)=[C:14]([CH:18]=1)[C:15](O)=[O:16])(=O)[C:2]1[CH:7]=[CH:6][CH:5]=[CH:4][CH:3]=1.O[N:34]1C2C=CC=CC=2N=N1.O. (7) Given the product [CH3:35][O:34][C:31]1[CH:30]=[CH:29][C:28]([CH2:27][NH:26][C:25]([C:22]2[N:23]=[CH:24][C:17]3[N:16]=[CH:15][N:14]([CH2:13][C:10]4[CH:11]=[CH:12][C:7]([C:6]([OH:37])=[O:5])=[CH:8][CH:9]=4)[C:19](=[O:20])[C:18]=3[CH:21]=2)=[O:36])=[CH:33][CH:32]=1.[C:38]([OH:44])([C:40]([F:43])([F:42])[F:41])=[O:39], predict the reactants needed to synthesize it. The reactants are: C([O:5][C:6](=[O:37])[C:7]1[CH:12]=[CH:11][C:10]([CH2:13][N:14]2[C:19](=[O:20])[C:18]3[CH:21]=[C:22]([C:25](=[O:36])[NH:26][CH2:27][C:28]4[CH:33]=[CH:32][C:31]([O:34][CH3:35])=[CH:30][CH:29]=4)[N:23]=[CH:24][C:17]=3[N:16]=[CH:15]2)=[CH:9][CH:8]=1)(C)(C)C.[C:38]([OH:44])([C:40]([F:43])([F:42])[F:41])=[O:39].